This data is from NCI-60 drug combinations with 297,098 pairs across 59 cell lines. The task is: Regression. Given two drug SMILES strings and cell line genomic features, predict the synergy score measuring deviation from expected non-interaction effect. (1) Drug 1: CNC(=O)C1=CC=CC=C1SC2=CC3=C(C=C2)C(=NN3)C=CC4=CC=CC=N4. Drug 2: C1=NC2=C(N=C(N=C2N1C3C(C(C(O3)CO)O)O)F)N. Cell line: MALME-3M. Synergy scores: CSS=-2.72, Synergy_ZIP=-1.65, Synergy_Bliss=-6.47, Synergy_Loewe=-7.97, Synergy_HSA=-7.73. (2) Drug 1: CC(C1=C(C=CC(=C1Cl)F)Cl)OC2=C(N=CC(=C2)C3=CN(N=C3)C4CCNCC4)N. Drug 2: C1CN(CCN1C(=O)CCBr)C(=O)CCBr. Cell line: DU-145. Synergy scores: CSS=17.6, Synergy_ZIP=-7.70, Synergy_Bliss=-0.999, Synergy_Loewe=-3.17, Synergy_HSA=-2.64. (3) Drug 1: C1CN1P(=S)(N2CC2)N3CC3. Drug 2: CC12CCC3C(C1CCC2O)C(CC4=C3C=CC(=C4)O)CCCCCCCCCS(=O)CCCC(C(F)(F)F)(F)F. Cell line: NCI/ADR-RES. Synergy scores: CSS=24.0, Synergy_ZIP=-7.34, Synergy_Bliss=-5.41, Synergy_Loewe=-9.79, Synergy_HSA=-4.81. (4) Drug 1: CC1=C(C=C(C=C1)NC(=O)C2=CC=C(C=C2)CN3CCN(CC3)C)NC4=NC=CC(=N4)C5=CN=CC=C5. Drug 2: C1=NC2=C(N1)C(=S)N=CN2. Cell line: OVCAR-5. Synergy scores: CSS=31.6, Synergy_ZIP=-3.94, Synergy_Bliss=0.642, Synergy_Loewe=-24.1, Synergy_HSA=2.18. (5) Drug 1: CCC1(CC2CC(C3=C(CCN(C2)C1)C4=CC=CC=C4N3)(C5=C(C=C6C(=C5)C78CCN9C7C(C=CC9)(C(C(C8N6C=O)(C(=O)OC)O)OC(=O)C)CC)OC)C(=O)OC)O.OS(=O)(=O)O. Drug 2: CC(C)CN1C=NC2=C1C3=CC=CC=C3N=C2N. Cell line: HL-60(TB). Synergy scores: CSS=60.4, Synergy_ZIP=-0.122, Synergy_Bliss=0.427, Synergy_Loewe=-11.3, Synergy_HSA=-0.107. (6) Drug 1: C1CCC(CC1)NC(=O)N(CCCl)N=O. Drug 2: C(CCl)NC(=O)N(CCCl)N=O. Cell line: NCIH23. Synergy scores: CSS=17.0, Synergy_ZIP=-4.06, Synergy_Bliss=2.48, Synergy_Loewe=-2.38, Synergy_HSA=1.82.